Dataset: Catalyst prediction with 721,799 reactions and 888 catalyst types from USPTO. Task: Predict which catalyst facilitates the given reaction. (1) Reactant: [F:1][C:2]1[CH:7]=[CH:6][CH:5]=[CH:4][C:3]=1[C:8]1[C:12]([C:13]([OH:15])=O)=[C:11]([CH3:16])[O:10][N:9]=1.Cl.C(N=C=NCCCN(C)C)C.[CH3:29][O:30][C:31]1[CH:36]=[CH:35][CH:34]=[CH:33][C:32]=1[N:37]1[CH2:42][CH2:41][NH:40][CH2:39][CH2:38]1. Product: [F:1][C:2]1[CH:7]=[CH:6][CH:5]=[CH:4][C:3]=1[C:8]1[C:12]([C:13]([N:40]2[CH2:39][CH2:38][N:37]([C:32]3[CH:33]=[CH:34][CH:35]=[CH:36][C:31]=3[O:30][CH3:29])[CH2:42][CH2:41]2)=[O:15])=[C:11]([CH3:16])[O:10][N:9]=1. The catalyst class is: 4. (2) Reactant: [C:1]([O:5][C:6]([NH:8][CH2:9][CH2:10][CH2:11][CH2:12][CH2:13][CH2:14][CH2:15][CH2:16][O:17][C:18]1[C:41]([O:42][CH3:43])=[CH:40][C:21]2[C:22]3[N:27]([CH:28]([C:30]([CH3:33])([CH3:32])[CH3:31])[CH2:29][C:20]=2[CH:19]=1)[CH:26]=[C:25]([C:34]([O:36]CC)=[O:35])[C:24](=[O:39])[CH:23]=3)=[O:7])([CH3:4])([CH3:3])[CH3:2].CO.O.O[Li].O. Product: [C:1]([O:5][C:6]([NH:8][CH2:9][CH2:10][CH2:11][CH2:12][CH2:13][CH2:14][CH2:15][CH2:16][O:17][C:18]1[C:41]([O:42][CH3:43])=[CH:40][C:21]2[C:22]3[N:27]([CH:28]([C:30]([CH3:31])([CH3:32])[CH3:33])[CH2:29][C:20]=2[CH:19]=1)[CH:26]=[C:25]([C:34]([OH:36])=[O:35])[C:24](=[O:39])[CH:23]=3)=[O:7])([CH3:2])([CH3:3])[CH3:4]. The catalyst class is: 15.